From a dataset of Full USPTO retrosynthesis dataset with 1.9M reactions from patents (1976-2016). Predict the reactants needed to synthesize the given product. (1) Given the product [C:11]([O:15][CH2:16][CH3:17])(=[O:14])[CH:12]([CH2:13][OH:9])[OH:18], predict the reactants needed to synthesize it. The reactants are: [Mn]([O-])(=O)(=O)=O.[K+].CC(C)=[O:9].[C:11]([O:15][CH2:16][CH3:17])(=[O:14])[CH:12]=[CH2:13].[OH2:18]. (2) Given the product [Cl:8][C:6]1[CH:5]=[C:4]([CH:9]([NH:14][C:15](=[O:17])[CH2:45][NH:44][C:42]([O:41][CH2:40][CH2:39][NH:38][C:33]2[CH:34]=[CH:35][CH:36]=[CH:37][N:32]=2)=[O:43])[CH2:10][C:11]([OH:13])=[O:12])[CH:3]=[C:2]([Cl:1])[CH:7]=1, predict the reactants needed to synthesize it. The reactants are: [Cl:1][C:2]1[CH:3]=[C:4]([CH:9]([NH:14][C:15]([O:17]CC2C3C=CC=CC=3C3C2=CC=CC=3)=O)[CH2:10][C:11]([OH:13])=[O:12])[CH:5]=[C:6]([Cl:8])[CH:7]=1.[N:32]1[CH:37]=[CH:36][CH:35]=[CH:34][C:33]=1[NH:38][CH2:39][CH2:40][O:41][C:42]([NH:44][CH2:45]C(O)=O)=[O:43]. (3) Given the product [OH:26][C:23]1[CH:22]=[CH:21][C:20]([O:19][C:16]2[CH:17]=[CH:18][C:13]([CH2:12][CH2:11][C:27]([O:9][CH2:8][CH2:7][C:6]3[CH:5]=[CH:4][C:3]([OH:10])=[CH:2][CH:1]=3)=[O:28])=[CH:14][CH:15]=2)=[CH:25][CH:24]=1, predict the reactants needed to synthesize it. The reactants are: [CH:1]1[C:6]([CH2:7][CH2:8][OH:9])=[CH:5][CH:4]=[C:3]([OH:10])[CH:2]=1.[CH2:11]([C:27](O)=[O:28])[CH2:12][C:13]1[CH:18]=[CH:17][C:16]([O:19][C:20]2[CH:25]=[CH:24][C:23]([OH:26])=[CH:22][CH:21]=2)=[CH:15][CH:14]=1.O.C1(C)C=CC(S(O)(=O)=O)=CC=1. (4) Given the product [CH3:10][C:4]1([CH3:9])[CH2:5][CH:6]([OH:8])[CH2:7][C:2]([CH3:1])([CH3:32])[P:3]1[C:11]1[CH:16]=[CH:15][CH:14]=[CH:13][C:12]=1[C:17]1[C:22]([CH:23]([CH3:24])[CH3:25])=[CH:21][C:20]([CH:26]([CH3:28])[CH3:27])=[CH:19][C:18]=1[CH:29]([CH3:31])[CH3:30], predict the reactants needed to synthesize it. The reactants are: [CH3:1][C:2]1([CH3:32])[CH2:7][C:6](=[O:8])[CH2:5][C:4]([CH3:10])([CH3:9])[P:3]1[C:11]1[CH:16]=[CH:15][CH:14]=[CH:13][C:12]=1[C:17]1[C:22]([CH:23]([CH3:25])[CH3:24])=[CH:21][C:20]([CH:26]([CH3:28])[CH3:27])=[CH:19][C:18]=1[CH:29]([CH3:31])[CH3:30].[H-].[Al+3].[Li+].[H-].[H-].[H-]. (5) Given the product [CH:8]1([C:11]2[CH:12]=[CH:13][C:14]([CH:19]([C:34]3[CH:39]=[CH:38][C:37]([CH:40]([CH3:42])[CH3:41])=[CH:36][CH:35]=3)[CH2:20][C@@H:21]3[NH:22][C:23](=[O:26])[CH2:24][CH2:25]3)=[N:15][C:16]=2[O:17][CH3:18])[CH2:10][CH2:9]1, predict the reactants needed to synthesize it. The reactants are: FC(F)(F)C(O)=O.[CH:8]1([C:11]2[CH:12]=[CH:13][C:14]([CH:19]([C:34]3[CH:39]=[CH:38][C:37]([CH:40]([CH3:42])[CH3:41])=[CH:36][CH:35]=3)[CH2:20][C@H:21]3[CH2:25][CH2:24][C:23](=[O:26])[N:22]3C(OC(C)(C)C)=O)=[N:15][C:16]=2[O:17][CH3:18])[CH2:10][CH2:9]1.C(=O)(O)[O-].[Na+]. (6) Given the product [NH:37]1[C:38]2[CH:51]=[CH:50][CH:49]=[CH:48][C:39]=2[N:40]=[C:36]1[CH2:35][N:8]1[C:9](=[O:26])[C:10]([CH2:11][C:12]2[CH:17]=[CH:16][C:15]([C:18]3[C:19]([C:24]#[N:25])=[CH:20][CH:21]=[CH:22][CH:23]=3)=[CH:14][CH:13]=2)=[C:5]([CH2:1][CH2:2][CH2:3][CH3:4])[N:6]=[C:7]1[CH3:27], predict the reactants needed to synthesize it. The reactants are: [CH2:1]([C:5]1[N:6]=[C:7]([CH3:27])[NH:8][C:9](=[O:26])[C:10]=1[CH2:11][C:12]1[CH:17]=[CH:16][C:15]([C:18]2[C:19]([C:24]#[N:25])=[CH:20][CH:21]=[CH:22][CH:23]=2)=[CH:14][CH:13]=1)[CH2:2][CH2:3][CH3:4].C(=O)([O-])[O-].[Cs+].[Cs+].Cl[CH2:35][C:36]1[N:40](C(OC(C)(C)C)=O)[C:39]2[CH:48]=[CH:49][CH:50]=[CH:51][C:38]=2[N:37]=1.[I-].[K+]. (7) Given the product [F:53][C:47]1[CH:48]=[CH:49][C:50]([F:52])=[CH:51][C:46]=1[O:45][C@@H:43]([CH3:44])[CH2:42][O:41][CH2:40][C:37]1[CH:36]=[CH:35][C:34]([CH:14]2[CH:15]([O:17][CH2:18][C:19]3[CH:20]=[CH:21][C:22]4[O:27][CH2:26][CH2:25][N:24]([CH2:28][CH2:29][CH2:30][O:31][CH3:32])[C:23]=4[CH:33]=3)[CH2:16][NH:11][CH2:12][CH:13]2[OH:54])=[CH:39][CH:38]=1, predict the reactants needed to synthesize it. The reactants are: C(OC([N:11]1[CH2:16][CH:15]([O:17][CH2:18][C:19]2[CH:20]=[CH:21][C:22]3[O:27][CH2:26][CH2:25][N:24]([CH2:28][CH2:29][CH2:30][O:31][CH3:32])[C:23]=3[CH:33]=2)[CH:14]([C:34]2[CH:39]=[CH:38][C:37]([CH2:40][O:41][CH2:42][C@@H:43]([O:45][C:46]3[CH:51]=[C:50]([F:52])[CH:49]=[CH:48][C:47]=3[F:53])[CH3:44])=[CH:36][CH:35]=2)[CH:13]([OH:54])[CH2:12]1)=O)C1C=CC=CC=1.[OH-].[K+].CO.C(=O)(O)[O-].[Na+]. (8) Given the product [Br:13][CH2:14][C:5]1([C:3]([O:2][CH3:1])=[O:4])[CH2:9][CH2:8][CH2:7][C:6]1=[O:10], predict the reactants needed to synthesize it. The reactants are: [CH3:1][O:2][C:3]([CH:5]1[CH2:9][CH2:8][CH2:7][C:6]1=[O:10])=[O:4].[H-].[Na+].[Br:13][CH2:14]Br. (9) Given the product [NH2:17][C:3]1[C:4](=[O:16])[NH:5][C:6](=[S:15])[N:7]([C:8]2[CH:13]=[CH:12][CH:11]=[CH:10][C:9]=2[Cl:14])[C:2]=1[NH2:1], predict the reactants needed to synthesize it. The reactants are: [NH2:1][C:2]1[N:7]([C:8]2[CH:13]=[CH:12][CH:11]=[CH:10][C:9]=2[Cl:14])[C:6](=[S:15])[NH:5][C:4](=[O:16])[C:3]=1[N:17]=O.N.S(S([O-])=O)([O-])=O.[Na+].[Na+].S(=O)(=O)(O)O. (10) Given the product [C:1]([Si:5]([CH3:24])([CH3:23])[O:6][C:7]1[CH:12]=[CH:11][C:10]([C:13]2[CH:14]([C:15]3[CH:16]=[CH:17][CH:18]=[CH:19][CH:20]=3)[C:27]([C:29]3([CH3:32])[CH2:31][CH2:30]3)([OH:26])[O:22][N:21]=2)=[CH:9][CH:8]=1)([CH3:2])([CH3:4])[CH3:3], predict the reactants needed to synthesize it. The reactants are: [C:1]([Si:5]([CH3:24])([CH3:23])[O:6][C:7]1[CH:12]=[CH:11][C:10]([C:13](=[N:21][OH:22])[CH2:14][C:15]2[CH:20]=[CH:19][CH:18]=[CH:17][CH:16]=2)=[CH:9][CH:8]=1)([CH3:4])([CH3:3])[CH3:2].C[O:26][C:27]([C:29]1([CH3:32])[CH2:31][CH2:30]1)=O.